From a dataset of Forward reaction prediction with 1.9M reactions from USPTO patents (1976-2016). Predict the product of the given reaction. (1) Given the reactants [Cl:1][C:2]1[C:3]([N+:16]([O-])=O)=[CH:4][C:5]2[C:6](=[O:15])[C:7]3[N:8]([CH2:11][CH2:12][CH2:13][N:14]=3)[C:9]=2[CH:10]=1.O.O.Cl[Sn]Cl.CN(C=O)C, predict the reaction product. The product is: [NH2:16][C:3]1[C:2]([Cl:1])=[CH:10][C:9]2[N:8]3[CH2:11][CH2:12][CH2:13][N:14]=[C:7]3[C:6](=[O:15])[C:5]=2[CH:4]=1. (2) The product is: [C:12]([O:11][C:9](=[O:10])[N:18]([CH2:16][CH3:17])[CH2:19][CH2:20][OH:21])([CH3:13])([CH3:14])[CH3:15]. Given the reactants [C:9](O[C:9]([O:11][C:12]([CH3:15])([CH3:14])[CH3:13])=[O:10])([O:11][C:12]([CH3:15])([CH3:14])[CH3:13])=[O:10].[CH2:16]([NH:18][CH2:19][CH2:20][OH:21])[CH3:17].C(N(CC)CC)C, predict the reaction product. (3) Given the reactants [C:1]1([N:7]2[CH2:10][CH2:9][C:8]2=[O:11])[CH:6]=[CH:5][CH:4]=[CH:3][CH:2]=1.FC(F)(F)S(O)(=O)=O, predict the reaction product. The product is: [NH:7]1[C:1]2[C:6](=[CH:5][CH:4]=[CH:3][CH:2]=2)[C:8](=[O:11])[CH2:9][CH2:10]1. (4) The product is: [Cl:1][C:2]1[CH:3]=[C:4]([CH2:14][N:15]2[C:19]([CH3:20])=[CH:18][C:17]([C:21]([OH:23])=[O:22])=[N:16]2)[C:5]2[O:9][C:8]([CH2:10][CH2:11][CH3:12])=[CH:7][C:6]=2[CH:13]=1. Given the reactants [Cl:1][C:2]1[CH:3]=[C:4]([CH2:14][N:15]2[C:19]([CH3:20])=[CH:18][C:17]([C:21]([O:23]CC)=[O:22])=[N:16]2)[C:5]2[O:9][C:8]([CH2:10][CH2:11][CH3:12])=[CH:7][C:6]=2[CH:13]=1.[OH-].[Na+], predict the reaction product. (5) Given the reactants O=[C:2]([C:9]1[CH:14]=[CH:13][N:12]=[CH:11][N:10]=1)[CH2:3][C:4]([O:6]CC)=O.C[O-].[Na+].Cl.[CH:19]([NH2:21])=[NH:20].O, predict the reaction product. The product is: [N:20]1[C:4]([OH:6])=[CH:3][C:2]([C:9]2[CH:14]=[CH:13][N:12]=[CH:11][N:10]=2)=[N:21][CH:19]=1. (6) Given the reactants [C:1]([OH:6])([CH2:4][CH3:5])([CH3:3])[CH3:2].[Na:7], predict the reaction product. The product is: [C:1]([O:6][C:1]([CH2:4][CH3:5])([CH3:3])[CH3:2])([CH2:4][CH3:5])([CH3:3])[CH3:2].[Na:7].[C:1]([OH:6])([CH2:4][CH3:5])([CH3:3])[CH3:2]. (7) Given the reactants Cl.[CH3:2][CH:3]1[CH:8]2[CH2:9][CH:5]([CH:6]([NH:10][C:11]3[CH:16]=[CH:15][C:14]([C:17]([F:20])([F:19])[F:18])=[CH:13][N:12]=3)[CH2:7]2)[N:4]1C(OC(C)(C)C)=O, predict the reaction product. The product is: [CH3:2][CH:3]1[CH:8]2[CH2:9][CH:5]([CH:6]([NH:10][C:11]3[CH:16]=[CH:15][C:14]([C:17]([F:19])([F:18])[F:20])=[CH:13][N:12]=3)[CH2:7]2)[NH:4]1. (8) Given the reactants [CH3:1][O:2][CH2:3][CH2:4][O:5][C:6]1[CH:12]=[CH:11][C:9]([NH2:10])=[CH:8][CH:7]=1.N1C=CC=CC=1.Cl[C:20]([O:22][C:23]1[CH:28]=[CH:27][C:26]([N+:29]([O-:31])=[O:30])=[CH:25][CH:24]=1)=[O:21], predict the reaction product. The product is: [CH3:1][O:2][CH2:3][CH2:4][O:5][C:6]1[CH:12]=[CH:11][C:9]([NH:10][C:20](=[O:21])[O:22][C:23]2[CH:24]=[CH:25][C:26]([N+:29]([O-:31])=[O:30])=[CH:27][CH:28]=2)=[CH:8][CH:7]=1. (9) Given the reactants C[O-].[Na+].[F:4][C:5]([F:14])([F:13])[C:6]1[NH:7][CH2:8][CH:9]([OH:12])[CH2:10][N:11]=1.[N+](C1C=CC=CC=1)([O-])=O, predict the reaction product. The product is: [F:14][C:5]([F:4])([F:13])[C:6]1[N:7]=[CH:8][C:9]([OH:12])=[CH:10][N:11]=1. (10) Given the reactants [F:1][C:2]1[C:3]([C:9]2[N:13]([CH:14]([CH3:16])[CH3:15])[C:12]([CH3:17])=[N:11][CH:10]=2)=[N:4][C:5]([NH2:8])=[N:6][CH:7]=1.Br[C:19]1[CH:20]=[C:21]([CH:26]=[CH:27][CH:28]=1)[C:22]([O:24][CH3:25])=[O:23].C([O-])([O-])=O.[Cs+].[Cs+].CC(C1C=C(C(C)C)C(C2C=CC=CC=2P(C2CCCCC2)C2CCCCC2)=C(C(C)C)C=1)C, predict the reaction product. The product is: [F:1][C:2]1[C:3]([C:9]2[N:13]([CH:14]([CH3:15])[CH3:16])[C:12]([CH3:17])=[N:11][CH:10]=2)=[N:4][C:5]([NH:8][C:19]2[CH:20]=[C:21]([CH:26]=[CH:27][CH:28]=2)[C:22]([O:24][CH3:25])=[O:23])=[N:6][CH:7]=1.